From a dataset of TCR-epitope binding with 47,182 pairs between 192 epitopes and 23,139 TCRs. Binary Classification. Given a T-cell receptor sequence (or CDR3 region) and an epitope sequence, predict whether binding occurs between them. (1) The epitope is NYSGVVTTVMF. The TCR CDR3 sequence is CASSPTEDLELSYEQYF. Result: 1 (the TCR binds to the epitope). (2) The epitope is SSTFNVPMEKLK. The TCR CDR3 sequence is CASSQDLTSGGAAYNEQFF. Result: 0 (the TCR does not bind to the epitope). (3) The TCR CDR3 sequence is CASSQVGTGSINEQFF. The epitope is TVYDPLQPELDSFK. Result: 0 (the TCR does not bind to the epitope).